Dataset: Reaction yield outcomes from USPTO patents with 853,638 reactions. Task: Predict the reaction yield, written as a fraction of the theoretical maximum amount of product (1.0 means a 100% yield; for example, 0.34 means a 34% yield). (1) The reactants are I([O-])(=O)(=O)=O.[Na+].[Cl:7][C:8]1[CH:13]=[CH:12][C:11]([C:14]2[O:15][C:16]3[CH:26]=[C:25]([N:27]([C:32]4[CH:37]=[CH:36][C:35]([B:38]5[O:42]C(C)(C)C(C)(C)[O:39]5)=[C:34]([F:47])[CH:33]=4)[S:28]([CH3:31])(=[O:30])=[O:29])[C:24]([CH:48]4[CH2:50][CH2:49]4)=[CH:23][C:17]=3[C:18]=2[C:19]([NH:21][CH3:22])=[O:20])=[CH:10][CH:9]=1.Cl.CCOC(C)=O. The catalyst is C1COCC1.O. The product is [Cl:7][C:8]1[CH:13]=[CH:12][C:11]([C:14]2[O:15][C:16]3[CH:26]=[C:25]([N:27]([C:32]4[CH:37]=[CH:36][C:35]([B:38]([OH:39])[OH:42])=[C:34]([F:47])[CH:33]=4)[S:28]([CH3:31])(=[O:30])=[O:29])[C:24]([CH:48]4[CH2:49][CH2:50]4)=[CH:23][C:17]=3[C:18]=2[C:19](=[O:20])[NH:21][CH3:22])=[CH:10][CH:9]=1. The yield is 0.560. (2) The catalyst is C(Cl)Cl.[Cl-].[Na+].O. The reactants are C(N(CC)CC)C.[OH:8][C:9]1[CH:33]=[CH:32][C:12]2[CH2:13][C@@H:14]3[C@@H:19]([C:20]4([C:24](=[O:25])[N:23]([CH3:26])[C:22](/[N:27]=[CH:28]/[N:29]([CH3:31])[CH3:30])=[N:21]4)[C:11]=2[CH:10]=1)[CH2:18][O:17][CH2:16][CH2:15]3.[F:34][C:35]([F:54])([F:53])[S:36](N(C1C=CC=CC=1)[S:36]([C:35]([F:54])([F:53])[F:34])(=[O:38])=[O:37])(=[O:38])=[O:37]. The product is [F:34][C:35]([F:54])([F:53])[S:36]([O:8][C:9]1[CH:33]=[CH:32][C:12]2[CH2:13][C@@H:14]3[C@@H:19]([C:20]4([C:24](=[O:25])[N:23]([CH3:26])[C:22](/[N:27]=[CH:28]/[N:29]([CH3:30])[CH3:31])=[N:21]4)[C:11]=2[CH:10]=1)[CH2:18][O:17][CH2:16][CH2:15]3)(=[O:38])=[O:37]. The yield is 0.560. (3) The reactants are [CH3:1][N:2]([CH3:12])[C:3]1[CH:8]=[CH:7][CH:6]=[C:5]([N+:9]([O-])=O)[CH:4]=1.[Sn](Cl)Cl. The catalyst is C(O)C. The product is [CH3:1][N:2]([CH3:12])[C:3]1[CH:8]=[CH:7][CH:6]=[C:5]([NH2:9])[CH:4]=1. The yield is 0.820. (4) The reactants are Cl.[NH2:2][CH2:3][C:4]1[CH:5]=[C:6]2[C:10](=[CH:11][CH:12]=1)[C:9](=[O:13])[N:8]([CH:14]1[CH2:19][CH2:18][C:17](=[O:20])[NH:16][C:15]1=[O:21])[C:7]2=[O:22].[Cl:23][C:24]1[CH:32]=[CH:31][C:27]([C:28](Cl)=[O:29])=[CH:26][CH:25]=1.CCN(C(C)C)C(C)C. The catalyst is C1COCC1. The product is [Cl:23][C:24]1[CH:32]=[CH:31][C:27]([C:28]([NH:2][CH2:3][C:4]2[CH:5]=[C:6]3[C:10](=[CH:11][CH:12]=2)[C:9](=[O:13])[N:8]([CH:14]2[CH2:19][CH2:18][C:17](=[O:20])[NH:16][C:15]2=[O:21])[C:7]3=[O:22])=[O:29])=[CH:26][CH:25]=1. The yield is 0.630. (5) The reactants are Br[C:2]1[S:3][C:4]([CH:7]=[O:8])=[CH:5][N:6]=1.[CH3:9][C:10]1[N:15]=[CH:14][C:13](B(O)O)=[CH:12][CH:11]=1.ClCCl.C(=O)([O-])[O-].[Na+].[Na+]. The catalyst is COCCOC.C(OCC)(=O)C.O.C1C=CC(P(C2C=CC=CC=2)[C-]2C=CC=C2)=CC=1.C1C=CC(P(C2C=CC=CC=2)[C-]2C=CC=C2)=CC=1.Cl[Pd]Cl.[Fe+2]. The product is [CH3:9][C:10]1[N:15]=[CH:14][C:13]([C:2]2[S:3][C:4]([CH:7]=[O:8])=[CH:5][N:6]=2)=[CH:12][CH:11]=1. The yield is 0.410.